This data is from Forward reaction prediction with 1.9M reactions from USPTO patents (1976-2016). The task is: Predict the product of the given reaction. (1) Given the reactants C[Si]([N-][Si](C)(C)C)(C)C.[K+].[Br:11][C:12]1[C:13](Cl)=[N:14][CH:15]=[C:16]([CH:31]=1)[C:17]([NH:19][C:20]1[CH:25]=[CH:24][C:23]([O:26][C:27]([F:30])([F:29])[F:28])=[CH:22][CH:21]=1)=[O:18].[O:33]1[CH2:38][CH2:37][CH:36]([C:39]#[N:40])[CH2:35][CH2:34]1, predict the reaction product. The product is: [Br:11][C:12]1[C:13]([C:36]2([C:39]#[N:40])[CH2:37][CH2:38][O:33][CH2:34][CH2:35]2)=[N:14][CH:15]=[C:16]([CH:31]=1)[C:17]([NH:19][C:20]1[CH:25]=[CH:24][C:23]([O:26][C:27]([F:30])([F:29])[F:28])=[CH:22][CH:21]=1)=[O:18]. (2) Given the reactants [CH2:1]([C:4]1[CH:9]=[CH:8][C:7]([S:10](Cl)(=[O:12])=[O:11])=[CH:6][CH:5]=1)[CH2:2][CH3:3].[C:14]1([NH:20][CH:21]2[CH2:26][CH2:25][N:24]([C:27]([O:29][CH2:30][C@@H:31]([N:33]([CH2:41][C:42]3[CH:47]=[CH:46][CH:45]=[CH:44][CH:43]=3)[CH2:34][C:35]3[CH:40]=[CH:39][CH:38]=[CH:37][CH:36]=3)[CH3:32])=[O:28])[CH2:23][CH2:22]2)[CH:19]=[CH:18][CH:17]=[CH:16][CH:15]=1, predict the reaction product. The product is: [C:14]1([N:20]([CH:21]2[CH2:26][CH2:25][N:24]([C:27]([O:29][CH2:30][C@@H:31]([N:33]([CH2:34][C:35]3[CH:36]=[CH:37][CH:38]=[CH:39][CH:40]=3)[CH2:41][C:42]3[CH:43]=[CH:44][CH:45]=[CH:46][CH:47]=3)[CH3:32])=[O:28])[CH2:23][CH2:22]2)[S:10]([C:7]2[CH:8]=[CH:9][C:4]([CH2:1][CH2:2][CH3:3])=[CH:5][CH:6]=2)(=[O:12])=[O:11])[CH:15]=[CH:16][CH:17]=[CH:18][CH:19]=1. (3) Given the reactants [OH:1][C:2]1[CH:10]=[CH:9][C:8]([C:11]2[N:12]([C:27]([O:29][C:30]([CH3:33])([CH3:32])[CH3:31])=[O:28])[C:13]3[C:18]([CH:19]=2)=[CH:17][C:16]([CH2:20][N:21]2[CH2:26][CH2:25][CH2:24][CH2:23][CH2:22]2)=[CH:15][CH:14]=3)=[C:7]2[C:3]=1[CH2:4][NH:5][C:6]2=[O:34].C(N(CC)CC)C.[F:42][C:43]([F:49])([F:48])[S:44](Cl)(=[O:46])=[O:45], predict the reaction product. The product is: [F:42][C:43]([F:49])([F:48])[S:44]([O:1][C:2]1[CH:10]=[CH:9][C:8]([C:11]2[N:12]([C:27]([O:29][C:30]([CH3:31])([CH3:33])[CH3:32])=[O:28])[C:13]3[C:18]([CH:19]=2)=[CH:17][C:16]([CH2:20][N:21]2[CH2:26][CH2:25][CH2:24][CH2:23][CH2:22]2)=[CH:15][CH:14]=3)=[C:7]2[C:3]=1[CH2:4][NH:5][C:6]2=[O:34])(=[O:46])=[O:45]. (4) Given the reactants C(OC([N:6]1[CH2:12][CH2:11][CH2:10][N:9]([C:13]2[NH:17][C:16]3[CH:18]=[CH:19][CH:20]=[CH:21][C:15]=3[N:14]=2)[CH2:8][CH2:7]1)=O)C.Br.[IH:23].O, predict the reaction product. The product is: [IH:23].[NH:14]1[C:15]2[CH:21]=[CH:20][CH:19]=[CH:18][C:16]=2[N:17]=[C:13]1[N:9]1[CH2:10][CH2:11][CH2:12][NH:6][CH2:7][CH2:8]1.